Dataset: Catalyst prediction with 721,799 reactions and 888 catalyst types from USPTO. Task: Predict which catalyst facilitates the given reaction. (1) Reactant: [NH2:1][C@@H:2]([CH2:22][C:23]1[CH:28]=[CH:27][CH:26]=[CH:25][CH:24]=1)[CH2:3][NH:4][C:5]1[N:10]([CH3:11])[C:9](=[O:12])[C:8]([N+:13]([O-])=O)=[C:7]([C:16]2[CH:21]=[CH:20][N:19]=[CH:18][CH:17]=2)[N:6]=1.[H][H]. Product: [NH2:1][C@@H:2]([CH2:22][C:23]1[CH:28]=[CH:27][CH:26]=[CH:25][CH:24]=1)[CH2:3][NH:4][C:5]1[N:10]([CH3:11])[C:9](=[O:12])[C:8]([NH2:13])=[C:7]([C:16]2[CH:17]=[CH:18][N:19]=[CH:20][CH:21]=2)[N:6]=1. The catalyst class is: 45. (2) Reactant: C[O:2][C:3]([C:5]1[C:10]([Cl:11])=[C:9]([NH2:12])[CH:8]=[C:7]([C:13]2[CH:18]=[CH:17][C:16]([Cl:19])=[C:15]([O:20][CH2:21][CH:22]([F:24])[F:23])[C:14]=2[F:25])[N:6]=1)=[O:4].Cl. Product: [NH2:12][C:9]1[CH:8]=[C:7]([C:13]2[CH:18]=[CH:17][C:16]([Cl:19])=[C:15]([O:20][CH2:21][CH:22]([F:24])[F:23])[C:14]=2[F:25])[N:6]=[C:5]([C:3]([OH:4])=[O:2])[C:10]=1[Cl:11]. The catalyst class is: 273. (3) Product: [O:4]1[C:5]2([CH2:10][CH2:9][N:8]([C:11]([C:13]3[N:14]([C:39]4[CH:38]=[CH:37][CH:36]=[C:35]([C:34]([F:45])([F:44])[F:33])[CH:40]=4)[C:15]4[C:20]([CH:21]=3)=[CH:19][C:18]([C:22]([N:24]3[CH2:25][CH2:26][N:27]([CH:30]([CH3:32])[CH3:31])[CH2:28][CH2:29]3)=[O:23])=[CH:17][CH:16]=4)=[O:12])[CH2:7][CH2:6]2)[O:1][CH2:2][CH2:3]1. Reactant: [O:1]1[C:5]2([CH2:10][CH2:9][N:8]([C:11]([C:13]3[NH:14][C:15]4[C:20]([CH:21]=3)=[CH:19][C:18]([C:22]([N:24]3[CH2:29][CH2:28][N:27]([CH:30]([CH3:32])[CH3:31])[CH2:26][CH2:25]3)=[O:23])=[CH:17][CH:16]=4)=[O:12])[CH2:7][CH2:6]2)[O:4][CH2:3][CH2:2]1.[F:33][C:34]([F:45])([F:44])[C:35]1[CH:36]=[C:37](B(O)O)[CH:38]=[CH:39][CH:40]=1.N1C=CC=CC=1. The catalyst class is: 221. (4) Reactant: [C:1]([OH:4])(=[O:3])[CH3:2].[C:1]([OH:4])(=[O:3])[CH3:2].IC1C=CC=CC=1.[NH2:16][C:17]1[N:22]=[C:21]([NH2:23])[C:20]([C:24]#[N:25])=[C:19]([NH:26][C@H:27]([C:29]2[N:34]=[C:33]3[CH:35]=[CH:36][N:37]([CH3:38])[C:32]3=[CH:31][C:30]=2[N:39]2[CH2:44][CH2:43][O:42][CH2:41][CH2:40]2)[CH3:28])[N:18]=1.[OH-].[Na+]. Product: [C:1]([O:4][C:35]1[C:33]2=[N:34][C:29]([C@@H:27]([NH:26][C:19]3[C:20]([C:24]#[N:25])=[C:21]([NH2:23])[N:22]=[C:17]([NH2:16])[N:18]=3)[CH3:28])=[C:30]([N:39]3[CH2:44][CH2:43][O:42][CH2:41][CH2:40]3)[CH:31]=[C:32]2[N:37]([CH3:38])[CH:36]=1)(=[O:3])[CH3:2]. The catalyst class is: 10.